Predict the reactants needed to synthesize the given product. From a dataset of Full USPTO retrosynthesis dataset with 1.9M reactions from patents (1976-2016). (1) Given the product [CH3:1][N:2]([CH3:3])[CH2:12]/[CH:11]=[CH:10]/[C:9]([OH:8])=[O:14], predict the reactants needed to synthesize it. The reactants are: [CH3:1][NH:2][CH3:3].C[Si]([O:8][C:9](=[O:14])/[CH:10]=[CH:11]/[CH2:12]Br)(C)C. (2) Given the product [CH3:1][C:2]1[CH:7]=[CH:6][C:5]([S:8][C:9]2[CH:17]=[CH:16][C:12]([C:13]([NH2:22])=[O:14])=[CH:11][CH:10]=2)=[C:4]([N+:18]([O-:20])=[O:19])[CH:3]=1, predict the reactants needed to synthesize it. The reactants are: [CH3:1][C:2]1[CH:7]=[CH:6][C:5]([S:8][C:9]2[CH:17]=[CH:16][C:12]([C:13](O)=[O:14])=[CH:11][CH:10]=2)=[C:4]([N+:18]([O-:20])=[O:19])[CH:3]=1.C[N:22]1CCOCC1.C(OC(Cl)=O)C(C)C.N. (3) Given the product [NH2:30][C@H:19]1[CH2:20][CH2:21][C@@:22]2([CH3:23])[C@H:17]([CH2:16][CH2:15][C@@H:14]3[C@@H:24]2[CH2:25][C:26](=[O:29])[C@@:27]2([CH3:28])[C@H:13]3[CH2:12][CH2:11][C@@H:10]2[C@H:8]([CH3:9])[CH2:7][CH2:6][C:5]([OH:31])=[O:4])[CH2:18]1, predict the reactants needed to synthesize it. The reactants are: [OH-].[Na+].C[O:4][C:5](=[O:31])[CH2:6][CH2:7][C@H:8]([C@@H:10]1[C@:27]2([CH3:28])[C@H:13]([C@H:14]3[C@H:24]([CH2:25][C:26]2=[O:29])[C@:22]2([CH3:23])[C@@H:17]([CH2:18][C@@H:19]([NH2:30])[CH2:20][CH2:21]2)[CH2:16][CH2:15]3)[CH2:12][CH2:11]1)[CH3:9]. (4) Given the product [F:17][C:18]1[CH:33]=[CH:32][C:21]([O:22][C:23]2[CH:28]=[CH:27][C:26]([CH2:29][CH2:30][NH:31][C:3]3[NH:4][CH:5]=[C:6]([CH2:10][C:11]4[CH:12]=[N:13][CH:14]=[N:15][CH:16]=4)[C:7](=[O:9])[N:8]=3)=[CH:25][CH:24]=2)=[CH:20][CH:19]=1, predict the reactants needed to synthesize it. The reactants are: CS[C:3]1[NH:4][CH:5]=[C:6]([CH2:10][C:11]2[CH:12]=[N:13][CH:14]=[N:15][CH:16]=2)[C:7](=[O:9])[N:8]=1.[F:17][C:18]1[CH:33]=[CH:32][C:21]([O:22][C:23]2[CH:28]=[CH:27][C:26]([CH2:29][CH2:30][NH2:31])=[CH:25][CH:24]=2)=[CH:20][CH:19]=1. (5) Given the product [F:10][C:11]1[CH:16]=[CH:15][CH:14]=[CH:13][C:12]=1[C:17]([C:26]1[CH:27]=[CH:28][C:29]([F:32])=[CH:30][CH:31]=1)([C:20]1[CH:25]=[CH:24][CH:23]=[CH:22][CH:21]=1)[C:18]([NH2:19])=[O:8], predict the reactants needed to synthesize it. The reactants are: S(=O)(=O)(O)O.C(O)(=[O:8])C.[F:10][C:11]1[CH:16]=[CH:15][CH:14]=[CH:13][C:12]=1[C:17]([C:26]1[CH:31]=[CH:30][C:29]([F:32])=[CH:28][CH:27]=1)([C:20]1[CH:25]=[CH:24][CH:23]=[CH:22][CH:21]=1)[C:18]#[N:19].[OH-].[NH4+]. (6) The reactants are: [CH2:1]=[CH:2][CH2:3][C@H:4]([NH2:8])[C:5]([OH:7])=[O:6].C(N(CC)CC)C.O.[CH2:17]([O:24][C:25](ON1C(=O)CCC1=O)=[O:26])[C:18]1[CH:23]=[CH:22][CH:21]=[CH:20][CH:19]=1. Given the product [CH2:17]([O:24][C:25]([NH:8][C@@H:4]([CH2:3][CH:2]=[CH2:1])[C:5]([OH:7])=[O:6])=[O:26])[C:18]1[CH:23]=[CH:22][CH:21]=[CH:20][CH:19]=1, predict the reactants needed to synthesize it. (7) Given the product [F:29][C:30]1[CH:31]=[C:32](/[CH:36]=[CH:37]/[CH2:38][NH:1][CH:2]2[CH2:7][CH2:6][N:5]([CH2:8][CH:9]3[N:19]4[C:20]5[N:11]([C:12](=[O:22])[CH:13]=[CH:14][C:15]=5[N:16]=[CH:17][C:18]4=[O:21])[CH2:10]3)[CH2:4][CH2:3]2)[CH:33]=[CH:34][CH:35]=1, predict the reactants needed to synthesize it. The reactants are: [NH2:1][CH:2]1[CH2:7][CH2:6][N:5]([CH2:8][CH:9]2[N:19]3[C:20]4[N:11]([C:12](=[O:22])[CH:13]=[CH:14][C:15]=4[N:16]=[CH:17][C:18]3=[O:21])[CH2:10]2)[CH2:4][CH2:3]1.S([O-])([O-])(=O)=O.[Mg+2].[F:29][C:30]1[CH:31]=[C:32](/[CH:36]=[CH:37]/[CH:38]=O)[CH:33]=[CH:34][CH:35]=1.[BH-](OC(C)=O)(OC(C)=O)OC(C)=O.[Na+].